From a dataset of Full USPTO retrosynthesis dataset with 1.9M reactions from patents (1976-2016). Predict the reactants needed to synthesize the given product. (1) Given the product [NH:2]=[C:1]([C:3]1[CH:8]=[CH:7][CH:6]=[C:5]([NH:9][C:10]([NH:11][C:12]2[CH:17]=[CH:16][C:15]([S:18](=[O:20])(=[O:19])[NH:21][CH2:22][C:23]3[CH:28]=[CH:27][C:26]([S:29](=[O:32])(=[O:31])[NH2:30])=[CH:25][CH:24]=3)=[CH:14][CH:13]=2)=[O:33])[CH:4]=1)[N:37]1[CH2:36][CH2:35][N:34]([C:40]([O:42][C:43]([CH3:46])([CH3:45])[CH3:44])=[O:41])[CH2:39][CH2:38]1, predict the reactants needed to synthesize it. The reactants are: [C:1]([C:3]1[CH:4]=[C:5]([NH:9][C:10](=[O:33])[NH:11][C:12]2[CH:17]=[CH:16][C:15]([S:18]([NH:21][CH2:22][C:23]3[CH:28]=[CH:27][C:26]([S:29](=[O:32])(=[O:31])[NH2:30])=[CH:25][CH:24]=3)(=[O:20])=[O:19])=[CH:14][CH:13]=2)[CH:6]=[CH:7][CH:8]=1)#[N:2].[N:34]1([C:40]([O:42][C:43]([CH3:46])([CH3:45])[CH3:44])=[O:41])[CH2:39][CH2:38][NH:37][CH2:36][CH2:35]1. (2) Given the product [CH3:40][S:41]([N:9]1[CH2:8][C:5]2([CH2:6][CH2:7][N:2]([C:17](=[O:30])/[CH:18]=[CH:19]/[C:20]3[CH:25]=[CH:24][CH:23]=[CH:22][C:21]=3[C:26]([F:28])([F:27])[F:29])[CH2:3][CH2:4]2)[C:16]2[C:11](=[CH:12][CH:13]=[CH:14][CH:15]=2)[CH2:10]1)(=[O:43])=[O:42], predict the reactants needed to synthesize it. The reactants are: Cl.[N:2]1([C:17](=[O:30])/[CH:18]=[CH:19]/[C:20]2[CH:25]=[CH:24][CH:23]=[CH:22][C:21]=2[C:26]([F:29])([F:28])[F:27])[CH2:7][CH2:6][C:5]2([C:16]3[C:11](=[CH:12][CH:13]=[CH:14][CH:15]=3)[CH2:10][NH:9][CH2:8]2)[CH2:4][CH2:3]1.CCN(C(C)C)C(C)C.[CH3:40][S:41](Cl)(=[O:43])=[O:42].Cl. (3) Given the product [C:31]([O:30][C:28]([NH:27][CH2:26][CH2:25][C:24]([NH:23][C@H:10]([C:9]([NH:8][C:3]1[CH:4]=[N:5][N:6]([CH3:7])[C:2]=1[NH:1][C:50]([C:44]1[CH:49]=[CH:48][CH:47]=[CH:46][CH:45]=1)([C:57]1[CH:58]=[CH:59][CH:60]=[CH:61][CH:62]=1)[C:51]1[CH:52]=[CH:53][CH:54]=[CH:55][CH:56]=1)=[O:36])[CH2:11][CH2:12][CH2:13][CH2:14][NH:15][C:16](=[O:22])[O:17][C:18]([CH3:21])([CH3:20])[CH3:19])=[O:35])=[O:29])([CH3:34])([CH3:33])[CH3:32], predict the reactants needed to synthesize it. The reactants are: [NH2:1][C:2]1[N:6]([CH3:7])[N:5]=[CH:4][C:3]=1[NH:8][C:9](=[O:36])[C@@H:10]([NH:23][C:24](=[O:35])[CH2:25][CH2:26][NH:27][C:28]([O:30][C:31]([CH3:34])([CH3:33])[CH3:32])=[O:29])[CH2:11][CH2:12][CH2:13][CH2:14][NH:15][C:16](=[O:22])[O:17][C:18]([CH3:21])([CH3:20])[CH3:19].C(N(CC)CC)C.[C:44]1([C:50](Cl)([C:57]2[CH:62]=[CH:61][CH:60]=[CH:59][CH:58]=2)[C:51]2[CH:56]=[CH:55][CH:54]=[CH:53][CH:52]=2)[CH:49]=[CH:48][CH:47]=[CH:46][CH:45]=1. (4) The reactants are: [S:1]1[CH:5]=[CH:4][C:3]([NH:6]C2C=CC(C([O-])=O)=C(C)C=2C)=[CH:2]1.O=[C:19]([C:25]1[CH:30]=[CH:29][CH:28]=[CH:27][N:26]=1)[CH2:20][C:21]([O:23]C)=O.Cl.O1CCOCC1. Given the product [N:26]1[CH:27]=[CH:28][CH:29]=[CH:30][C:25]=1[C:19]1[N:6]=[C:3]2[CH:4]=[CH:5][S:1][C:2]2=[C:21]([OH:23])[CH:20]=1, predict the reactants needed to synthesize it.